From a dataset of Forward reaction prediction with 1.9M reactions from USPTO patents (1976-2016). Predict the product of the given reaction. (1) Given the reactants [F:1][C:2]1[CH:7]=[CH:6][CH:5]=[C:4]([F:8])[C:3]=1[CH2:9][CH2:10][CH2:11]O.[Br-:13].[Br-].C1(P(C2C=CC=CC=2)C2C=CC=CC=2)C=CC=CC=1, predict the reaction product. The product is: [Br:13][CH2:11][CH2:10][CH2:9][C:3]1[C:2]([F:1])=[CH:7][CH:6]=[CH:5][C:4]=1[F:8]. (2) Given the reactants O[C:2]1[C:11]2[C:6](=[CH:7][C:8]([O:15][CH:16]3[CH2:20][CH2:19][O:18][CH2:17]3)=[C:9]([N+:12]([O-:14])=[O:13])[CH:10]=2)[N:5]=[CH:4][C:3]=1[C:21]#[N:22].O=P(Cl)(Cl)[Cl:25], predict the reaction product. The product is: [Cl:25][C:2]1[C:11]2[C:6](=[CH:7][C:8]([O:15][CH:16]3[CH2:20][CH2:19][O:18][CH2:17]3)=[C:9]([N+:12]([O-:14])=[O:13])[CH:10]=2)[N:5]=[CH:4][C:3]=1[C:21]#[N:22]. (3) Given the reactants [CH3:1][N:2]([CH3:29])[CH:3]1[CH2:7][N:6]2[C:8](=[O:28])[C:9]([C:21]3[CH:26]=[CH:25][C:24]([F:27])=[CH:23][CH:22]=3)=[C:10]([C:11]3[CH:16]=[CH:15][N:14]=[C:13](S(C)(=O)=O)[N:12]=3)[N:5]2[CH2:4]1.[CH3:30][C@H:31]([NH2:38])[C:32]1[CH:37]=[CH:36][CH:35]=[CH:34][CH:33]=1, predict the reaction product. The product is: [CH3:1][N:2]([CH3:29])[CH:3]1[CH2:7][N:6]2[C:8](=[O:28])[C:9]([C:21]3[CH:26]=[CH:25][C:24]([F:27])=[CH:23][CH:22]=3)=[C:10]([C:11]3[CH:16]=[CH:15][N:14]=[C:13]([NH:38][C@H:31]([C:32]4[CH:37]=[CH:36][CH:35]=[CH:34][CH:33]=4)[CH3:30])[N:12]=3)[N:5]2[CH2:4]1. (4) The product is: [C:48]([O:47][C:45](=[O:46])[CH2:44][N:18]([CH2:17][CH2:16][CH:14]1[O:13][C:12](=[O:33])[N:11]([C:9]2[CH:8]=[CH:7][C:6]3[O:1][CH2:2][CH2:3][O:4][C:5]=3[CH:10]=2)[CH2:15]1)[CH2:19][CH2:20][C:21]1[C:30]2[C:25](=[CH:26][CH:27]=[C:28]([O:31][CH3:32])[N:29]=2)[N:24]=[CH:23][CH:22]=1)([CH3:51])([CH3:50])[CH3:49]. Given the reactants [O:1]1[C:6]2[CH:7]=[CH:8][C:9]([N:11]3[CH2:15][CH:14]([CH2:16][CH2:17][NH:18][CH2:19][CH2:20][C:21]4[C:30]5[C:25](=[CH:26][CH:27]=[C:28]([O:31][CH3:32])[N:29]=5)[N:24]=[CH:23][CH:22]=4)[O:13][C:12]3=[O:33])=[CH:10][C:5]=2[O:4][CH2:3][CH2:2]1.CCN(C(C)C)C(C)C.Br[CH2:44][C:45]([O:47][C:48]([CH3:51])([CH3:50])[CH3:49])=[O:46].[Na+].[I-], predict the reaction product. (5) Given the reactants [NH:1]1[CH2:4][CH:3]([C:5]2[NH:9][N:8]=[C:7]([C:10]3[CH:15]=[CH:14][CH:13]=[CH:12][N:11]=3)[N:6]=2)[CH2:2]1.C(N(CC)CC)C.[CH3:23][C:24]1[N:25]=[C:26]2[N:31]=[C:30]([C:32]3[CH:39]=[CH:38][C:35]([CH:36]=O)=[CH:34][CH:33]=3)[C:29]([C:40]3[CH:45]=[CH:44][CH:43]=[CH:42][CH:41]=3)=[CH:28][N:27]2[CH:46]=1.[BH-](OC(C)=O)(OC(C)=O)OC(C)=O.[Na+].C([O-])(O)=O.[Na+], predict the reaction product. The product is: [CH3:23][C:24]1[N:25]=[C:26]2[N:31]=[C:30]([C:32]3[CH:33]=[CH:34][C:35]([CH2:36][N:1]4[CH2:4][CH:3]([C:5]5[N:6]=[C:7]([C:10]6[CH:15]=[CH:14][CH:13]=[CH:12][N:11]=6)[NH:8][N:9]=5)[CH2:2]4)=[CH:38][CH:39]=3)[C:29]([C:40]3[CH:41]=[CH:42][CH:43]=[CH:44][CH:45]=3)=[CH:28][N:27]2[CH:46]=1.